This data is from Full USPTO retrosynthesis dataset with 1.9M reactions from patents (1976-2016). The task is: Predict the reactants needed to synthesize the given product. (1) Given the product [CH3:4][N:5]1[C:18]2[C:17]3[C:12](=[CH:13][CH:14]=[CH:15][N:16]=3)[C:11]3[CH:19]=[CH:20][CH:21]=[CH:22][C:10]=3[C:9]=2[CH:8]=[CH:7][C:6]1=[O:1], predict the reactants needed to synthesize it. The reactants are: [OH-:1].[Na+].[I-].[CH3:4][N+:5]1[C:18]2[C:17]3[C:12](=[CH:13][CH:14]=[CH:15][N:16]=3)[C:11]3[CH:19]=[CH:20][CH:21]=[CH:22][C:10]=3[C:9]=2[CH:8]=[CH:7][CH:6]=1. (2) Given the product [N:16]1[CH:17]=[CH:18][CH:19]=[C:14]([S:13][C:9]2[C:8]([C:20]3[CH:25]=[CH:24][CH:23]=[CH:22][CH:21]=3)=[C:7]([CH:12]=[CH:11][CH:10]=2)[C:6]([OH:26])=[O:5])[CH:15]=1, predict the reactants needed to synthesize it. The reactants are: C([O:5][C:6](=[O:26])[C:7]1[CH:12]=[CH:11][CH:10]=[C:9]([S:13][C:14]2[CH:15]=[N:16][CH:17]=[CH:18][CH:19]=2)[C:8]=1[C:20]1[CH:25]=[CH:24][CH:23]=[CH:22][CH:21]=1)(C)(C)C.C([SiH](CC)CC)C.FC(F)(F)C(O)=O. (3) Given the product [C:12](=[N:1][C:2]1[CH:10]=[CH:9][C:5]([C:6]([OH:8])=[O:7])=[CH:4][C:3]=1[OH:11])=[O:13], predict the reactants needed to synthesize it. The reactants are: [NH2:1][C:2]1[CH:10]=[CH:9][C:5]([C:6]([OH:8])=[O:7])=[CH:4][C:3]=1[OH:11].[CH:12](O)=[O:13]. (4) Given the product [Cl:1][C:2]1[CH:3]=[C:4]([N:10]2[CH:22]([CH:23]3[CH2:27][CH2:26][CH2:25][CH2:24]3)[CH:21]3[C:12]([C:13]4[CH:14]=[CH:15][C:16]([C:28]([N:68]5[CH2:69][CH2:70][CH:65]([OH:64])[CH2:66][CH2:67]5)=[O:30])=[N:17][C:18]=4[CH2:19][CH2:20]3)=[N:11]2)[CH:5]=[CH:6][C:7]=1[C:8]#[N:9], predict the reactants needed to synthesize it. The reactants are: [Cl:1][C:2]1[CH:3]=[C:4]([N:10]2[CH:22]([CH:23]3[CH2:27][CH2:26][CH2:25][CH2:24]3)[CH:21]3[C:12]([C:13]4[CH:14]=[CH:15][C:16]([C:28]([OH:30])=O)=[N:17][C:18]=4[CH2:19][CH2:20]3)=[N:11]2)[CH:5]=[CH:6][C:7]=1[C:8]#[N:9].CCN(C(C)C)C(C)C.CN(C(ON1N=NC2C=CC=NC1=2)=[N+](C)C)C.F[P-](F)(F)(F)(F)F.[OH:64][CH:65]1[CH2:70][CH2:69][NH:68][CH2:67][CH2:66]1.